Dataset: Forward reaction prediction with 1.9M reactions from USPTO patents (1976-2016). Task: Predict the product of the given reaction. (1) Given the reactants [C:1]([O:5][C:6](=[O:88])[CH2:7][N:8]1[CH:12]=[CH:11][N:10]=[C:9]1[CH2:13][N:14]([CH2:74][C:75]1[N:76]([CH2:80][C:81](=[O:87])[O:82][C:83]([CH3:86])([CH3:85])[CH3:84])[CH:77]=[CH:78][N:79]=1)[CH2:15][CH2:16][CH2:17][CH2:18][C@@H:19]([C:38](=[O:73])[NH:39][CH2:40][CH2:41][CH2:42][CH2:43][C@@H:44]([C:66]([O:68][C:69]([CH3:72])([CH3:71])[CH3:70])=[O:67])[NH:45][C:46](=[O:65])[NH:47][C@H:48]([C:58]([O:60][C:61]([CH3:64])([CH3:63])[CH3:62])=[O:59])[CH2:49][CH2:50][C:51]([O:53][C:54]([CH3:57])([CH3:56])[CH3:55])=[O:52])[NH:20]C(=O)OCC1C2C=CC=CC=2C2C1=CC=CC=2)([CH3:4])([CH3:3])[CH3:2].N1CCCCC1, predict the reaction product. The product is: [NH2:20][C@H:19]([C:38](=[O:73])[NH:39][CH2:40][CH2:41][CH2:42][CH2:43][C@@H:44]([C:66]([O:68][C:69]([CH3:72])([CH3:71])[CH3:70])=[O:67])[NH:45][C:46](=[O:65])[NH:47][C@H:48]([C:58]([O:60][C:61]([CH3:64])([CH3:63])[CH3:62])=[O:59])[CH2:49][CH2:50][C:51]([O:53][C:54]([CH3:55])([CH3:56])[CH3:57])=[O:52])[CH2:18][CH2:17][CH2:16][CH2:15][N:14]([CH2:13][C:9]1[N:8]([CH2:7][C:6]([O:5][C:1]([CH3:2])([CH3:3])[CH3:4])=[O:88])[CH:12]=[CH:11][N:10]=1)[CH2:74][C:75]1[N:76]([CH2:80][C:81]([O:82][C:83]([CH3:86])([CH3:85])[CH3:84])=[O:87])[CH:77]=[CH:78][N:79]=1. (2) Given the reactants [NH2:1][C:2]1[C:7]([Br:8])=[C:6]([NH:9][CH2:10][C:11]#[CH:12])[N:5]=[C:4]([N:13]2[CH:17]=[C:16]([C:18]([O:20]CC)=[O:19])[CH:15]=[N:14]2)[N:3]=1.NC1C(Br)=C(Cl)N=C(N2C=C(C(OCC)=O)C=N2)N=1.C(N)C#C.[OH-].[Na+], predict the reaction product. The product is: [NH2:1][C:2]1[C:7]([Br:8])=[C:6]([NH:9][CH2:10][C:11]#[CH:12])[N:5]=[C:4]([N:13]2[CH:17]=[C:16]([C:18]([OH:20])=[O:19])[CH:15]=[N:14]2)[N:3]=1. (3) Given the reactants C(N(CC)CC)C.Cl.[CH2:9]([C:16]([OH:18])=O)[CH2:10][C:11]1[N:15]=[CH:14][NH:13][CH:12]=1.CN(C(ON1N=NC2C=CC=CC1=2)=[N+](C)C)C.[B-](F)(F)(F)F.FC(F)(F)C(O)=O.[NH2:48][CH:49]([CH2:68][C:69]1[CH:74]=[CH:73][C:72]([OH:75])=[CH:71][CH:70]=1)[C:50]([N:52]1[CH2:55][C:54]([O:63][CH2:64][CH2:65][CH2:66][CH3:67])([C:56]2[CH:61]=[CH:60][CH:59]=[CH:58][C:57]=2[CH3:62])[CH2:53]1)=[O:51].C(=O)([O-])O.[Na+], predict the reaction product. The product is: [CH2:64]([O:63][C:54]1([C:56]2[CH:61]=[CH:60][CH:59]=[CH:58][C:57]=2[CH3:62])[CH2:55][N:52]([C:50](=[O:51])[CH:49]([NH:48][C:16](=[O:18])[CH2:9][CH2:10][C:11]2[NH:15][CH:14]=[N:13][CH:12]=2)[CH2:68][C:69]2[CH:74]=[CH:73][C:72]([OH:75])=[CH:71][CH:70]=2)[CH2:53]1)[CH2:65][CH2:66][CH3:67].